From a dataset of NCI-60 drug combinations with 297,098 pairs across 59 cell lines. Regression. Given two drug SMILES strings and cell line genomic features, predict the synergy score measuring deviation from expected non-interaction effect. (1) Drug 1: CC1=CC=C(C=C1)C2=CC(=NN2C3=CC=C(C=C3)S(=O)(=O)N)C(F)(F)F. Drug 2: C1CC(C1)(C(=O)O)C(=O)O.[NH2-].[NH2-].[Pt+2]. Cell line: ACHN. Synergy scores: CSS=19.0, Synergy_ZIP=-6.24, Synergy_Bliss=-4.10, Synergy_Loewe=-3.49, Synergy_HSA=-2.34. (2) Drug 1: CCC(=C(C1=CC=CC=C1)C2=CC=C(C=C2)OCCN(C)C)C3=CC=CC=C3.C(C(=O)O)C(CC(=O)O)(C(=O)O)O. Drug 2: C1C(C(OC1N2C=NC3=C2NC=NCC3O)CO)O. Cell line: OVCAR-5. Synergy scores: CSS=-0.248, Synergy_ZIP=-0.417, Synergy_Bliss=-1.71, Synergy_Loewe=-1.57, Synergy_HSA=-2.37.